This data is from Forward reaction prediction with 1.9M reactions from USPTO patents (1976-2016). The task is: Predict the product of the given reaction. (1) Given the reactants C(OP([C:9](F)(F)[C:10]([OH:39])([C:12]1[CH:17]=CN=[C:14]([O:18][CH:19]2[CH2:24][CH2:23][CH:22]([CH3:25])[N:21]([C:26](=[O:38])[C:27]3[CH:32]=[CH:31][CH:30]=[CH:29][C:28]=3[N:33]3[N:37]=[CH:36][CH:35]=[N:34]3)[CH2:20]2)[CH:13]=1)[CH3:11])(=O)OCC)C.[CH:42](=O)[CH3:43].N1N(C2C=CC=CC=2C(N2[C@H](C)CC[C@@H](OC3C=C(C(=O)C)C=CN=3)C2)=O)N=[CH:48]C=1, predict the reaction product. The product is: [CH3:25][C@H:22]1[N:21]([C:26]([C:27]2[CH:32]=[CH:31][CH:30]=[CH:29][C:28]=2[N:33]2[N:34]=[CH:35][CH:36]=[N:37]2)=[O:38])[CH2:20][C@H:19]([O:18][C:14]2[CH:13]=[C:12]([C:10]([OH:39])([CH2:9][CH3:48])[CH3:11])[CH:17]=[CH:42][CH:43]=2)[CH2:24][CH2:23]1. (2) Given the reactants [NH2:1][C:2]1[CH:22]=[C:21]([Br:23])[C:5]([O:6][C:7]2[CH:8]=[C:9]3[C:14](=[CH:15][CH:16]=2)[N:13]=[C:12]([C:17]([NH:19][CH3:20])=[O:18])[CH:11]=[CH:10]3)=[C:4]([Br:24])[CH:3]=1.C(N(CC)CC)C.C([CH:34]([C:38](Cl)=[O:39])[C:35](Cl)=[O:36])C.C(OCC)(=[O:43])C, predict the reaction product. The product is: [Br:23][C:21]1[CH:22]=[C:2]([NH:1][C:38](=[O:39])[CH2:34][C:35]([OH:36])=[O:43])[CH:3]=[C:4]([Br:24])[C:5]=1[O:6][C:7]1[CH:8]=[C:9]2[C:14](=[CH:15][CH:16]=1)[N:13]=[C:12]([C:17]([NH:19][CH3:20])=[O:18])[CH:11]=[CH:10]2. (3) Given the reactants [NH2:1][C:2]1[CH:7]=[CH:6][C:5]([OH:8])=[CH:4][CH:3]=1.[SH:9][CH2:10][C:11](O)=[O:12], predict the reaction product. The product is: [OH:8][C:5]1[CH:6]=[CH:7][C:2]([NH:1][C:11](=[O:12])[CH2:10][SH:9])=[CH:3][CH:4]=1. (4) Given the reactants C(=O)([O-])[O-].[Ca+2].[C:6]([O:10][C:11]([N:13]1[CH2:16][CH:15]([CH2:17][O:18][C:19]2[CH:24]=[CH:23][C:22]([C:25]3[C:30]([Cl:31])=[CH:29][C:28]([NH2:32])=[CH:27][C:26]=3[Cl:33])=[CH:21][CH:20]=2)[CH2:14]1)=[O:12])([CH3:9])([CH3:8])[CH3:7].[C:34](Cl)(Cl)=[S:35].Cl, predict the reaction product. The product is: [C:6]([O:10][C:11]([N:13]1[CH2:14][CH:15]([CH2:17][O:18][C:19]2[CH:20]=[CH:21][C:22]([C:25]3[C:26]([Cl:33])=[CH:27][C:28]([N:32]=[C:34]=[S:35])=[CH:29][C:30]=3[Cl:31])=[CH:23][CH:24]=2)[CH2:16]1)=[O:12])([CH3:9])([CH3:7])[CH3:8]. (5) The product is: [F:12][C:9]([F:10])([F:11])[C:7]1[CH:6]=[C:5]([NH:13][C:14]([N:16]2[CH2:17][CH2:18][N:19]([C:22]3[CH:27]=[CH:26][CH:25]=[CH:24][C:23]=3[CH2:28][NH2:29])[CH2:20][CH2:21]2)=[O:15])[CH:4]=[C:3]([C:2]([F:1])([F:30])[F:31])[CH:8]=1. Given the reactants [F:1][C:2]([F:31])([F:30])[C:3]1[CH:4]=[C:5]([NH:13][C:14]([N:16]2[CH2:21][CH2:20][N:19]([C:22]3[CH:27]=[CH:26][CH:25]=[CH:24][C:23]=3[C:28]#[N:29])[CH2:18][CH2:17]2)=[O:15])[CH:6]=[C:7]([C:9]([F:12])([F:11])[F:10])[CH:8]=1.[NH4+].[OH-], predict the reaction product. (6) Given the reactants [OH:1][C:2]1[CH:3]=[CH:4][C:5]([CH3:8])=[N:6][CH:7]=1.N1C=CC=CC=1.[F:15][C:16]([F:29])([F:28])[S:17](O[S:17]([C:16]([F:29])([F:28])[F:15])(=[O:19])=[O:18])(=[O:19])=[O:18].C([O-])(=O)C.[NH4+], predict the reaction product. The product is: [F:15][C:16]([F:29])([F:28])[S:17]([O:1][C:2]1[CH:7]=[N:6][C:5]([CH3:8])=[CH:4][CH:3]=1)(=[O:19])=[O:18].